Dataset: Reaction yield outcomes from USPTO patents with 853,638 reactions. Task: Predict the reaction yield, written as a fraction of the theoretical maximum amount of product (1.0 means a 100% yield; for example, 0.34 means a 34% yield). (1) The reactants are [NH2:1][C@@H:2]([CH2:7][N:8]([C:13]1[CH:18]=[CH:17][C:16]([O:19][C:20]2[CH:25]=[CH:24][C:23]([C:26]([F:29])([F:28])[F:27])=[CH:22][CH:21]=2)=[CH:15][CH:14]=1)[S:9]([CH3:12])(=[O:11])=[O:10])[C:3]([O:5][CH3:6])=[O:4].N1[C:35]([CH3:36])=[CH:34][CH:33]=[CH:32]C=1C.[Cl-].Cl.CC[O:42][CH2:43]C.[OH2:45]. The catalyst is C(Cl)Cl.C1COCC1. The product is [O:45]1[CH2:32][CH2:33][CH:34]([C:43]([NH:1][C@@H:2]([CH2:7][N:8]([C:13]2[CH:14]=[CH:15][C:16]([O:19][C:20]3[CH:25]=[CH:24][C:23]([C:26]([F:29])([F:27])[F:28])=[CH:22][CH:21]=3)=[CH:17][CH:18]=2)[S:9]([CH3:12])(=[O:11])=[O:10])[C:3]([O:5][CH3:6])=[O:4])=[O:42])[CH2:35][CH2:36]1. The yield is 0.940. (2) The reactants are Br[C:2]1[C:11]2[C:6](=[CH:7][C:8]([N+:12]([O-])=O)=[CH:9][CH:10]=2)[CH:5]=[C:4]([NH:15][C:16](=[O:18])[CH3:17])[N:3]=1.CO.Cl. The catalyst is C(O)C.[Pd]. The product is [NH2:12][C:8]1[CH:7]=[C:6]2[C:11](=[CH:10][CH:9]=1)[CH:2]=[N:3][C:4]([NH:15][C:16](=[O:18])[CH3:17])=[CH:5]2. The yield is 1.00. (3) The reactants are Br[C:2]1[CH:7]=[CH:6][C:5](/[CH:8]=[CH:9]/[C:10]([O:12][CH3:13])=[O:11])=[CH:4][CH:3]=1.[F:14][C:15]([F:31])([F:30])[O:16][C:17]1[CH:22]=[CH:21][C:20](C2C=CC(O)=CC=2)=[CH:19][CH:18]=1.C([O-])([O-])=O.[K+].[K+].N#N. The catalyst is O1CCOCC1.C1C=CC(P(C2C=CC=CC=2)[C-]2C=CC=C2)=CC=1.C1C=CC(P(C2C=CC=CC=2)[C-]2C=CC=C2)=CC=1.Cl[Pd]Cl.[Fe+2]. The product is [F:14][C:15]([F:30])([F:31])[O:16][C:17]1[CH:22]=[CH:21][C:20]([C:2]2[CH:7]=[CH:6][C:5](/[CH:8]=[CH:9]/[C:10]([O:12][CH3:13])=[O:11])=[CH:4][CH:3]=2)=[CH:19][CH:18]=1. The yield is 0.850. (4) The reactants are [CH2:1]([O:8][C:9]1[C:14]([N+:15]([O-:17])=[O:16])=[C:13](Cl)[CH:12]=[CH:11][N:10]=1)[C:2]1[CH:7]=[CH:6][CH:5]=[CH:4][CH:3]=1.C([O-])([O-])=O.[Na+].[Na+].[CH3:25][O:26][C:27]1[CH:32]=[CH:31][C:30](B(O)O)=[C:29]([CH3:36])[CH:28]=1.CCOC(C)=O. The catalyst is C(O)C.C1(C)C=CC=CC=1.Cl[Pd](Cl)([P](C1C=CC=CC=1)(C1C=CC=CC=1)C1C=CC=CC=1)[P](C1C=CC=CC=1)(C1C=CC=CC=1)C1C=CC=CC=1.O. The product is [CH2:1]([O:8][CH:9]1[CH:14]([N+:15]([O-:17])=[O:16])[C:13]([C:30]2[CH:31]=[CH:32][C:27]([O:26][CH3:25])=[CH:28][C:29]=2[CH3:36])=[CH:12][CH:11]=[N:10]1)[C:2]1[CH:7]=[CH:6][CH:5]=[CH:4][CH:3]=1. The yield is 0.780. (5) The reactants are [SH:1][C:2]1[NH:3][C:4]2[CH:10]=[CH:9][CH:8]=[CH:7][C:5]=2[N:6]=1.C[O-].[Na+].[CH2:14]([O:20][C:21]1[CH:26]=[CH:25][N:24]=[C:23]([CH2:27]Cl)[C:22]=1[CH3:29])[CH2:15][CH2:16][CH2:17][CH2:18][CH3:19]. The catalyst is CO.C(OCC)(=O)C. The product is [CH2:14]([O:20][C:21]1[CH:26]=[CH:25][N:24]=[C:23]([CH2:27][S:1][C:2]2[NH:6][C:5]3[CH:7]=[CH:8][CH:9]=[CH:10][C:4]=3[N:3]=2)[C:22]=1[CH3:29])[CH2:15][CH2:16][CH2:17][CH2:18][CH3:19]. The yield is 0.255. (6) The reactants are [NH2:1][C:2]1[CH:7]=[CH:6][C:5]([C:8]([NH:10][S:11]([C:14]2[S:15][C:16]([Cl:19])=[CH:17][CH:18]=2)(=[O:13])=[O:12])=[O:9])=[CH:4][CH:3]=1.[N:20]([C:23]1[CH:32]=[CH:31][CH:30]=[CH:29][C:24]=1[C:25](OC)=[O:26])=[C:21]=[O:22].C1CCN2C(=NCCC2)CC1. The catalyst is C1COCC1. The product is [O:22]=[C:21]1[N:1]([C:2]2[CH:7]=[CH:6][C:5]([C:8]([NH:10][S:11]([C:14]3[S:15][C:16]([Cl:19])=[CH:17][CH:18]=3)(=[O:13])=[O:12])=[O:9])=[CH:4][CH:3]=2)[C:25](=[O:26])[C:24]2[C:23](=[CH:32][CH:31]=[CH:30][CH:29]=2)[NH:20]1. The yield is 0.340. (7) The reactants are [OH-].[Na+].[N+:3]([C:6]1[CH:7]=[C:8]([CH:22]=[CH:23][CH:24]=1)[C:9]([NH:11][C:12]1[CH:17]=[CH:16][CH:15]=[CH:14][C:13]=1[C:18]([F:21])([F:20])[F:19])=[O:10])([O-:5])=[O:4].[F:25][C:26]([F:35])([F:34])[C:27](I)([F:32])[C:28]([F:31])([F:30])[F:29]. The catalyst is CN(C)C=O.O.O.O.O.O.O.O.S([O-])([O-])(=O)=O.[Fe+2]. The product is [N+:3]([C:6]1[CH:7]=[C:8]([CH:22]=[CH:23][CH:24]=1)[C:9]([NH:11][C:12]1[CH:17]=[CH:16][C:15]([C:27]([F:32])([C:28]([F:31])([F:30])[F:29])[C:26]([F:35])([F:34])[F:25])=[CH:14][C:13]=1[C:18]([F:19])([F:20])[F:21])=[O:10])([O-:5])=[O:4]. The yield is 0.280.